From a dataset of Experimentally validated miRNA-target interactions with 360,000+ pairs, plus equal number of negative samples. Binary Classification. Given a miRNA mature sequence and a target amino acid sequence, predict their likelihood of interaction. (1) The miRNA is hsa-miR-4682 with sequence UCUGAGUUCCUGGAGCCUGGUCU. The protein sequence of the target gene is MAREECKALLDGLNKTTACYHHLVLTVGGSADSQNLRQELQKTRQKAQELAVSTCARLTAVLRDRGLAADERAEFERLWVAFSGCLDLLEADMRRALELGAAFPLHAPRRPLVRTGVAGASSGVAARALSTRSLRLEAEGDFDVADLRELEREVLQVGEMIDNMEMKVNVPRWTVQARQAAGAELLSTVSAGPSSVVSLQERGGGCDPRKALAAILFGAVLLAAVALAVCVAKLS. Result: 0 (no interaction). (2) The miRNA is hsa-miR-1185-5p with sequence AGAGGAUACCCUUUGUAUGUU. The protein sequence of the target gene is MEPEAFEICPYDPHHRIPLSRFQYHLASCRRKNPKKAKKMATCKYNACHVVPIKNLEEHEAVCVNRSAVEEEDTENPLKVSPPSSEQNDDTQQVSPCLPSPDIWNVDGANCQHVFVLKTFFPQKVVCENDTKESARETSPQKILRPGQ. Result: 0 (no interaction). (3) The miRNA is hsa-miR-7846-3p with sequence CAGCGGAGCCUGGAGAGAAGG. The protein sequence of the target gene is MSHPSWLPPKSTGEPLGHVPARMETTHSFGNPSISVSTQQPPKKFAPVVAPKPKYNPYKQPGGEGDFLPPPPPPLDDSSALPSISGNFPPPPPLDEEAFKVQGNPGGKTLEERRSSLDAEIDSLTSILADLECSSPYKPRPPQSSTGSTASPPVSTPVTGHKRMVIPNQPPLTATKKSTLKPQPAPQAGPIPVAPIGTLKPQPQPVPASYTTASTSSRPTFNVQVKSAQPSPHYMAAPSSGQIYGSGPQGYNTQPVPVSGQCPPPSTRGGMDYAYIPPPGLQPEPGYGYAPNQGRYYEGY.... Result: 1 (interaction). (4) The miRNA is hsa-miR-548ay-3p with sequence CAAAACCGCGAUUACUCUUGCA. The protein sequence of the target gene is MNPRGLFQDFNPSKFLIYTCLLLFSVLLPLRLDGIIQWSYWAVFAPIWLWKLLVVAGASVGAGVWARNPRYRTEGEACVEFKAMLIAVGIHLLLLMFEVLVCDRVERGTHFWLLVFMPLFFVSPVSVAACVWGFRHDRSLELEILCSVNILQFIFIALKLDRIIHWPWLVVFVPLWILMSFLCLVVLYYIVWSLLFLRSLDVVAEQRRTHVTMAISWITIVVPLLTFEVLLVHRLDGHNTFSYVSIFVPLWLSLLTLMATTFRRKGGNHWWFGIRRDFCQFLLEIFPFLREYGNISYDLH.... Result: 0 (no interaction). (5) The miRNA is mmu-miR-17-5p with sequence CAAAGUGCUUACAGUGCAGGUAG. The protein sequence of the target gene is MNIFRLTGDLSHLAAIVILLLKIWKTRSCAGISGKSQLLFALVFTTRYLDLFTSFISLYNTSMKLIYIACSYATVYLIYMKFKATYDGNHDTFRVEFLVVPVGGLSFLVNHDFSPLEILWTFSIYLESVAILPQLFMISKTGEAETITTHYLFFLGLYRALYLVNWIWRFYFEGFFDLIAVVAGVVQTILYCDFFYLYITKVLKGKKLSLPA. Result: 1 (interaction). (6) Result: 0 (no interaction). The protein sequence of the target gene is MLPAVKTVEAEEEYAEDCPELVPIETKNQEEENLDFITKIPVTIVTGYLGAGKTTLLNYILTEQHNRKIAVILNEFGEGSAVEKSLAVSQGGELYEEWLELRNGCLCCSVKDSGLRAIENLMQKKGKFDYILLETTGLADPGAVASMFWVDAELGSDIYLDGIITVVDSKYGLKHLTEEKPDGLVNEATRQVALADMILINKTDLVSEEELNNLRTTIRSINGLGKVLETQRSRVHLSNILDLHAYDILSGISLQKKLQHVSTAPHLDQSIVTVTFEVPGSAKEECLNVFIQNLLWEKNV.... The miRNA is mmu-miR-362-3p with sequence AACACACCUGUUCAAGGAUUCA. (7) The miRNA is rno-miR-92a-3p with sequence UAUUGCACUUGUCCCGGCCUG. The protein sequence of the target gene is MRMLVSGRRVKKWQLIIQLFATCFLASLMFFWEPIDNHIVSHMKSYSYRYLINSYDFVNDTLSLKHTSAGPRYQYLINHKEKCQAQDVLLLLFVKTAPENYDRRSGIRRTWGNENYVRSQLNANIKTLFALGTPNPLEGEELQRKLAWEDQRYNDIIQQDFVDSFYNLTLKLLMQFSWANTYCPHAKFLMTADDDIFIHMPNLIEYLQSLEQIGVQDFWIGRVHRGAPPIRDKSSKYYVSYEMYQWPAYPDYTAGAAYVISGDVAAKVYEASQTLNSSLYIDDVFMGLCANKIGIVPQDH.... Result: 0 (no interaction).